The task is: Predict which catalyst facilitates the given reaction.. This data is from Catalyst prediction with 721,799 reactions and 888 catalyst types from USPTO. (1) Reactant: [CH3:1][C@H:2]1[CH2:7][N:6]2[C:8]([C:11]3[CH:16]=[N:15][CH:14]=[CH:13][N:12]=3)=[N:9][N:10]=[C:5]2[C:4](=S)[NH:3]1.[Cl:18][C:19]1[C:28]([C:29]([F:32])([F:31])[F:30])=[CH:27][CH:26]=[CH:25][C:20]=1[C:21]([NH:23][NH2:24])=O.C1(C)C=CC(S(O)(=O)=O)=CC=1. Product: [Cl:18][C:19]1[C:28]([C:29]([F:32])([F:31])[F:30])=[CH:27][CH:26]=[CH:25][C:20]=1[C:21]1[N:3]2[C@@H:2]([CH3:1])[CH2:7][N:6]3[C:8]([C:11]4[CH:16]=[N:15][CH:14]=[CH:13][N:12]=4)=[N:9][N:10]=[C:5]3[C:4]2=[N:24][N:23]=1. The catalyst class is: 51. (2) Reactant: Br[CH2:2][C:3]1[CH:12]=[CH:11][C:6]([C:7]([O:9][CH3:10])=[O:8])=[CH:5][CH:4]=1.C([O-])([O-])=O.[K+].[K+].[OH:19][C:20]1[CH:21]=[C:22]([CH:25]=[CH:26][CH:27]=1)[CH:23]=[O:24]. Product: [CH:23]([C:22]1[CH:21]=[C:20]([CH:27]=[CH:26][CH:25]=1)[O:19][CH2:2][C:3]1[CH:12]=[CH:11][C:6]([C:7]([O:9][CH3:10])=[O:8])=[CH:5][CH:4]=1)=[O:24]. The catalyst class is: 21. (3) Reactant: [CH2:1]([S:8][C:9]1[CH:18]=[C:17]2[C:12]([C:13](Cl)=[N:14][CH:15]=[N:16]2)=[CH:11][CH:10]=1)[C:2]1[CH:7]=[CH:6][CH:5]=[CH:4][CH:3]=1.[Br:20][C:21]1[C:26]([CH3:27])=[CH:25][C:24](B2OC(C)(C)C(C)(C)O2)=[C:23]([O:37][CH3:38])[CH:22]=1.C(=O)([O-])[O-].[K+].[K+].O1CCOCC1. Product: [CH2:1]([S:8][C:9]1[CH:18]=[C:17]2[C:12]([C:13]([C:24]3[CH:25]=[C:26]([CH3:27])[C:21]([Br:20])=[CH:22][C:23]=3[O:37][CH3:38])=[N:14][CH:15]=[N:16]2)=[CH:11][CH:10]=1)[C:2]1[CH:7]=[CH:6][CH:5]=[CH:4][CH:3]=1. The catalyst class is: 103. (4) Reactant: [F:1][C:2]([F:16])([F:15])[C:3]1[C:4]([N:9]2[CH2:14][CH2:13][NH:12][CH2:11][CH2:10]2)=[N:5][CH:6]=[CH:7][CH:8]=1.[Br:17]Br. Product: [Br:17][C:7]1[CH:8]=[C:3]([C:2]([F:1])([F:15])[F:16])[C:4]([N:9]2[CH2:10][CH2:11][NH:12][CH2:13][CH2:14]2)=[N:5][CH:6]=1. The catalyst class is: 4. (5) Reactant: FC(F)(F)C(O)=O.[C:8]1([N:14]2[C:19](=[O:20])[C:18]3[S:21][CH:22]=[CH:23][C:17]=3[N:16]=[C:15]2[CH:24]([NH:27][C:28]2[N:36]=[CH:35][N:34]=[C:33]3[C:29]=2[N:30]=[CH:31][N:32]3C2CCCCO2)[CH2:25][CH3:26])[CH:13]=[CH:12][CH:11]=[CH:10][CH:9]=1.CCOC(C)=O. Product: [C:8]1([N:14]2[C:19](=[O:20])[C:18]3[S:21][CH:22]=[CH:23][C:17]=3[N:16]=[C:15]2[CH:24]([NH:27][C:28]2[N:36]=[CH:35][N:34]=[C:33]3[C:29]=2[N:30]=[CH:31][NH:32]3)[CH2:25][CH3:26])[CH:9]=[CH:10][CH:11]=[CH:12][CH:13]=1. The catalyst class is: 2. (6) Reactant: C([O:3][C:4](=[O:36])[C@@H:5]([O:33][CH2:34][CH3:35])[CH2:6][C:7]1[CH:12]=[CH:11][C:10]([O:13][CH2:14][CH2:15][C:16]2[CH:21]=[CH:20][C:19]([NH:22][C:23]([O:25][CH2:26][C:27]3[CH:32]=[CH:31][CH:30]=[CH:29][CH:28]=3)=[O:24])=[CH:18][CH:17]=2)=[CH:9][CH:8]=1)C.[OH-].[Li+].Cl. Product: [CH2:26]([O:25][C:23]([NH:22][C:19]1[CH:20]=[CH:21][C:16]([CH2:15][CH2:14][O:13][C:10]2[CH:9]=[CH:8][C:7]([CH2:6][C@H:5]([O:33][CH2:34][CH3:35])[C:4]([OH:36])=[O:3])=[CH:12][CH:11]=2)=[CH:17][CH:18]=1)=[O:24])[C:27]1[CH:32]=[CH:31][CH:30]=[CH:29][CH:28]=1. The catalyst class is: 30.